The task is: Regression. Given a peptide amino acid sequence and an MHC pseudo amino acid sequence, predict their binding affinity value. This is MHC class II binding data.. This data is from Peptide-MHC class II binding affinity with 134,281 pairs from IEDB. (1) The peptide sequence is EPFPKRVWEQIFSTW. The MHC is HLA-DPA10103-DPB10402 with pseudo-sequence YAFFMFSGGAILNTLFGQFEYFDIEKVRMHLGMT. The binding affinity (normalized) is 0.357. (2) The peptide sequence is GLTHMMIWHSNLNDT. The MHC is DRB3_0101 with pseudo-sequence DRB3_0101. The binding affinity (normalized) is 0. (3) The peptide sequence is MADDMERIFKRFDTN. The MHC is HLA-DPA10301-DPB10402 with pseudo-sequence HLA-DPA10301-DPB10402. The binding affinity (normalized) is 0.248.